Predict the reactants needed to synthesize the given product. From a dataset of Full USPTO retrosynthesis dataset with 1.9M reactions from patents (1976-2016). (1) Given the product [NH2:7][CH2:8][CH2:9][CH2:10][N:11]([CH2:16][C:17]1[CH:22]=[CH:21][CH:20]=[C:19]([C:23]2[CH:28]=[CH:27][N:26]=[C:25]([NH:31][CH2:32][CH2:33][C:34]3[CH:35]=[CH:36][C:37]4[O:41][C:40](=[O:42])[NH:39][C:38]=4[CH:43]=3)[N:24]=2)[CH:18]=1)[S:12]([CH3:15])(=[O:13])=[O:14], predict the reactants needed to synthesize it. The reactants are: C(OC(=O)[NH:7][CH2:8][CH2:9][CH2:10][N:11]([CH2:16][C:17]1[CH:22]=[CH:21][CH:20]=[C:19]([C:23]2[CH:28]=[CH:27][N:26]=[C:25](Cl)[N:24]=2)[CH:18]=1)[S:12]([CH3:15])(=[O:14])=[O:13])(C)(C)C.[NH2:31][CH2:32][CH2:33][C:34]1[CH:35]=[CH:36][C:37]2[O:41][C:40](=[O:42])[NH:39][C:38]=2[CH:43]=1. (2) Given the product [BrH:38].[NH:19]1[C:20]2[CH:21]=[CH:26][CH:27]=[CH:18][C:16]=2[N:15]=[C:14]1[CH2:13][CH:12]([NH:11][CH:28]1[C:37]2[N:36]=[CH:35][CH:34]=[CH:33][C:32]=2[CH2:31][CH2:30][CH2:29]1)[CH2:12][CH2:13][CH2:14][NH:15][C:39]([C:40]1[CH:31]=[CH:30][CH:29]=[CH:28][N:11]=1)=[O:42], predict the reactants needed to synthesize it. The reactants are: N1C2C=CC=CC=2N=C1C[N:11]([CH:28]1[C:37]2[N:36]=[CH:35][CH:34]=[CH:33][C:32]=2[CH2:31][CH2:30][CH2:29]1)[CH2:12][CH2:13][CH2:14][NH:15][C:16]([C:18]1[N:19]=[CH:20][C:21]2[C:26]([CH:27]=1)=CC=CC=2)=O.[BrH:38].[C:39]([OH:42])(=O)[CH3:40]. (3) Given the product [CH2:1]([O:7][CH2:8][CH2:9][CH2:10][CH2:11][CH2:12][CH2:13][CH2:14][CH2:15][NH:16][C:17]1[CH:26]=[N:42][CH:20]=[CH:19][N:18]=1)[CH2:2][CH2:3][CH2:4][CH2:5][CH3:6], predict the reactants needed to synthesize it. The reactants are: [CH2:1]([O:7][CH2:8][CH2:9][CH2:10][CH2:11][CH2:12][CH2:13][CH2:14][CH2:15][NH:16][C:17]1[C:26]2C(=CC=CC=2)[CH:20]=[CH:19][N:18]=1)[CH2:2][CH2:3][CH2:4][CH2:5][CH3:6].C(OCCCCCCCC[NH2:42])CCCCC.ClC1C=NC=CN=1. (4) Given the product [Br:7][CH2:6][CH2:5][CH2:4][CH2:3][CH2:2][O:15][CH2:14][C@@H:12]1[CH2:11][O:10][C:9]([CH3:16])([CH3:8])[O:13]1, predict the reactants needed to synthesize it. The reactants are: Br[CH2:2][CH2:3][CH2:4][CH2:5][CH2:6][Br:7].[CH3:8][C:9]1([CH3:16])[O:13][C@H:12]([CH2:14][OH:15])[CH2:11][O:10]1. (5) Given the product [Br:1][C:2]1[CH:3]=[C:4]([CH2:9][CH3:10])[CH:5]=[CH:6][C:7]=1[F:8], predict the reactants needed to synthesize it. The reactants are: [Br:1][C:2]1[CH:3]=[C:4]([CH:9](O)[CH3:10])[CH:5]=[CH:6][C:7]=1[F:8].C([SiH](CC)CC)C. (6) Given the product [NH2:41][C:40]1[CH:42]=[CH:43][C:37]([C:21]2[CH:22]=[CH:23][CH:24]=[C:25]3[C:20]=2[CH:19]=[CH:18][N:17]=[C:16]3[NH:15][C:12]2[CH:13]=[CH:14][C:9]([C:7]3[S:8][C:4]4[CH:3]=[C:2]([CH3:1])[CH:28]=[CH:27][C:5]=4[N:6]=3)=[CH:10][CH:11]=2)=[CH:38][CH:39]=1, predict the reactants needed to synthesize it. The reactants are: [CH3:1][C:2]1[CH:28]=[CH:27][C:5]2[N:6]=[C:7]([C:9]3[CH:14]=[CH:13][C:12]([NH:15][C:16]4[C:25]5[C:20](=[C:21](Br)[CH:22]=[CH:23][CH:24]=5)[CH:19]=[CH:18][N:17]=4)=[CH:11][CH:10]=3)[S:8][C:4]=2[CH:3]=1.CC1(C)C(C)(C)OB([C:37]2[CH:43]=[CH:42][C:40]([NH2:41])=[CH:39][CH:38]=2)O1.